This data is from Retrosynthesis with 50K atom-mapped reactions and 10 reaction types from USPTO. The task is: Predict the reactants needed to synthesize the given product. (1) Given the product CCc1ccc(N2Cc3cnc(Nc4ccc(F)cc4)nc3N([C@H]3CC[C@H](O)C3)C2=O)cc1, predict the reactants needed to synthesize it. The reactants are: CCc1ccc(N2Cc3cnc(Nc4ccc(F)cc4)nc3N([C@H]3CC[C@H](O[Si](C)(C)C(C)(C)C)C3)C2=O)cc1. (2) Given the product CC(C)(C)OC(=O)NC(C)(C)c1cc(C(=O)O)cc(C(F)(F)F)c1, predict the reactants needed to synthesize it. The reactants are: CC(C)(C)OC(=O)OC(=O)OC(C)(C)C.CC(C)(N)c1cc(C(=O)O)cc(C(F)(F)F)c1. (3) Given the product COc1ccc(-c2ccccc2)c2nc(NC(=O)c3cccc(F)c3)nn12, predict the reactants needed to synthesize it. The reactants are: COc1ccc(-c2ccccc2)c2nc(N)nn12.O=C(O)c1cccc(F)c1. (4) Given the product CCOC(=O)C1Cc2c(ccc(OC)c2OCc2ccc(C(=O)OC)cc2)CN1C(=O)C(c1ccccc1)c1ccccc1, predict the reactants needed to synthesize it. The reactants are: CCOC(=O)C1Cc2c(ccc(OC)c2O)CN1C(=O)C(c1ccccc1)c1ccccc1.COC(=O)c1ccc(CBr)cc1.